From a dataset of Cav3 T-type calcium channel HTS with 100,875 compounds. Binary Classification. Given a drug SMILES string, predict its activity (active/inactive) in a high-throughput screening assay against a specified biological target. (1) The drug is O1c2cc(CN3C(Nc4ccc(cc4)C)=NCC3=O)ccc2OC1. The result is 0 (inactive). (2) The molecule is Clc1cc(c2oc(C3=NCCc4c3cc(OC)c(OC)c4)cc2)ccc1Cl. The result is 0 (inactive). (3) The molecule is S(=O)(=O)(CCC(=O)Nc1cc(ccc1)C(=O)C)c1c2nonc2ccc1. The result is 0 (inactive). (4) The drug is Clc1c(S(=O)(=O)N2CCCCCC2)cc(cc1)C(O)=O. The result is 0 (inactive). (5) The drug is O(c1ccc(c2nn(c(n2)N)C(=O)C)cc1)C. The result is 0 (inactive).